From a dataset of Cav3 T-type calcium channel HTS with 100,875 compounds. Binary Classification. Given a drug SMILES string, predict its activity (active/inactive) in a high-throughput screening assay against a specified biological target. (1) The compound is O1C(OCc2ccc(cc2)CO)CC(c2ccc(cc2)C(OC)=O)C=C1C(O)=O. The result is 0 (inactive). (2) The compound is O1C(N(c2c(C1=O)cccc2)C(=O)C)c1c(OC(=O)C)c(OC)ccc1. The result is 0 (inactive). (3) The compound is Brc1cc2c(NC(=O)CCN3CCC(CC3)C(OCC)=O)c([nH]c2cc1)C(OCC)=O. The result is 0 (inactive). (4) The drug is O=C(C(n1ncnc1)CCC)c1ccccc1. The result is 0 (inactive). (5) The compound is S(=O)(=O)(N1CCN(CC1)C(=O)c1cc(F)ccc1)c1ccc(cc1)C. The result is 0 (inactive). (6) The drug is O1N=C(CC21CC(N(C2)C(=O)c1cc([N+]([O-])=O)cc([N+]([O-])=O)c1)C(=O)N)c1cc(NC(=O)C(C)=C)ccc1. The result is 0 (inactive). (7) The drug is S=C(N1CCN(CC1)C)NCCc1ccccc1. The result is 0 (inactive). (8) The molecule is Fc1c(C(=O)Nc2ccncc2)c(F)ccc1. The result is 0 (inactive). (9) The drug is Clc1c(C(=O)Nc2c(C(=O)NCCCn3ccnc3)cccc2)ccc(Cl)c1. The result is 0 (inactive). (10) The drug is S(CC(=O)NCc1ccccc1)c1nn(c2ccccc2)cn1. The result is 0 (inactive).